From a dataset of Full USPTO retrosynthesis dataset with 1.9M reactions from patents (1976-2016). Predict the reactants needed to synthesize the given product. (1) Given the product [C:1]([O:9][C@@H:10]1[C@@H:15]([O:16][C:17](=[O:24])[C:18]2[CH:23]=[CH:22][CH:21]=[CH:20][CH:19]=2)[C@H:14]([O:25][C:26](=[O:33])[C:27]2[CH:32]=[CH:31][CH:30]=[CH:29][CH:28]=2)[C@@H:13]([CH2:34][O:35][C:36](=[O:43])[C:37]2[CH:42]=[CH:41][CH:40]=[CH:39][CH:38]=2)[O:12][C@@H:11]1[O:44][C@@H:45]1[C@@H:50]([CH2:51][O:52][C:53](=[O:60])[C:54]2[CH:59]=[CH:58][CH:57]=[CH:56][CH:55]=2)[O:49][C@H:48]([O:61][C@@H:62]2[C@@H:67]([CH2:68][O:69][C:70](=[O:77])[C:71]3[CH:76]=[CH:75][CH:74]=[CH:73][CH:72]=3)[O:66][C@@H:65]([N:116]=[C:115]=[S:117])[C@H:64]([O:79][C:80](=[O:87])[C:81]3[CH:86]=[CH:85][CH:84]=[CH:83][CH:82]=3)[C@H:63]2[O:88][C:89](=[O:96])[C:90]2[CH:95]=[CH:94][CH:93]=[CH:92][CH:91]=2)[C@H:47]([O:97][C:98](=[O:105])[C:99]2[CH:104]=[CH:103][CH:102]=[CH:101][CH:100]=2)[C@H:46]1[O:106][C:107](=[O:114])[C:108]1[CH:113]=[CH:112][CH:111]=[CH:110][CH:109]=1)(=[O:8])[C:2]1[CH:7]=[CH:6][CH:5]=[CH:4][CH:3]=1, predict the reactants needed to synthesize it. The reactants are: [C:1]([O:9][C@@H:10]1[C@@H:15]([O:16][C:17](=[O:24])[C:18]2[CH:23]=[CH:22][CH:21]=[CH:20][CH:19]=2)[C@H:14]([O:25][C:26](=[O:33])[C:27]2[CH:32]=[CH:31][CH:30]=[CH:29][CH:28]=2)[C@@H:13]([CH2:34][O:35][C:36](=[O:43])[C:37]2[CH:42]=[CH:41][CH:40]=[CH:39][CH:38]=2)[O:12][C@@H:11]1[O:44][C@@H:45]1[C@@H:50]([CH2:51][O:52][C:53](=[O:60])[C:54]2[CH:59]=[CH:58][CH:57]=[CH:56][CH:55]=2)[O:49][C@H:48]([O:61][C@@H:62]2[C@@H:67]([CH2:68][O:69][C:70](=[O:77])[C:71]3[CH:76]=[CH:75][CH:74]=[CH:73][CH:72]=3)[O:66][C@H:65](Br)[C@H:64]([O:79][C:80](=[O:87])[C:81]3[CH:86]=[CH:85][CH:84]=[CH:83][CH:82]=3)[C@H:63]2[O:88][C:89](=[O:96])[C:90]2[CH:95]=[CH:94][CH:93]=[CH:92][CH:91]=2)[C@H:47]([O:97][C:98](=[O:105])[C:99]2[CH:104]=[CH:103][CH:102]=[CH:101][CH:100]=2)[C@H:46]1[O:106][C:107](=[O:114])[C:108]1[CH:113]=[CH:112][CH:111]=[CH:110][CH:109]=1)(=[O:8])[C:2]1[CH:7]=[CH:6][CH:5]=[CH:4][CH:3]=1.[C:115]([S-:117])#[N:116].[K+]. (2) Given the product [Br:6][C:7]1[CH:16]=[C:15]2[C:10]([C:11](=[N:20][OH:19])[CH2:12][CH2:13][O:14]2)=[CH:9][CH:8]=1, predict the reactants needed to synthesize it. The reactants are: CC([O-])=O.[Na+].[Br:6][C:7]1[CH:16]=[C:15]2[C:10]([C:11](=O)[CH2:12][CH2:13][O:14]2)=[CH:9][CH:8]=1.Cl.[OH:19][NH2:20]. (3) The reactants are: C(OC([N:8]1[CH2:13][CH2:12][C:11]([O:20][CH3:21])([C:14]2[CH:19]=[CH:18][CH:17]=[CH:16][CH:15]=2)[CH2:10][CH2:9]1)=O)(C)(C)C. Given the product [CH3:21][O:20][C:11]1([C:14]2[CH:19]=[CH:18][CH:17]=[CH:16][CH:15]=2)[CH2:10][CH2:9][NH:8][CH2:13][CH2:12]1, predict the reactants needed to synthesize it. (4) Given the product [Br:4][C:5]1[C:6]2[S:17][C:18]([NH2:19])=[N:14][C:7]=2[CH:8]=[C:9]([NH2:11])[CH:10]=1, predict the reactants needed to synthesize it. The reactants are: CCO.[Br:4][C:5]1[CH:10]=[C:9]([N+:11]([O-])=O)[CH:8]=[C:7]([N+:14]([O-])=O)[C:6]=1[S:17][C:18]#[N:19].Cl.N.